This data is from Experimentally validated miRNA-target interactions with 360,000+ pairs, plus equal number of negative samples. The task is: Binary Classification. Given a miRNA mature sequence and a target amino acid sequence, predict their likelihood of interaction. (1) The miRNA is hsa-miR-548aw with sequence GUGCAAAAGUCAUCACGGUU. The protein sequence of the target gene is MPSAKQRGSKGGHGAASPSDKGAHPSGGADDVAKKPPAAPQQPQPPAPHPPQHPQNQAHRGGHRGRSSAATANASSASCSRRLGRVLNFLFYLSLVAAAAFSGWYVHHVLEEVQQVRRGHQDFSRQRDELGQGLQGVEQKVQSLQATFGTFESLLRNSQHKQDLTEKAVKEGESELNRISEVLQKLQNEILKDLSDGIHVVKDARERDFTSLENTVEERLTELTKSINDNIAIFTDVQKRSQKEINEVKMKVASLEESKGDRSQDVKTLKDAVKEVQASMMSRERDIEALKSSLQTMESD.... Result: 0 (no interaction). (2) The protein sequence of the target gene is MAKYVSLTEANEELKVLMDENQTSRPVAVHTSTVNPLGKQLLPKTFGQSSVNIDQQVVIGMPQRPAASNIPVVGSPNPPSTHFASQNQHSYSSPPWAGQHNRKGEKNGMGLCRLSMKVWETVQRKGTTSCQEVVGELVAKFRAASNHASPNESAYDVKNIKRRTYDALNVLMAMNIISREKKKIKWIGLTTNSAQNCQNLRVERQKRLERIKQKQSELQQLILQQIAFKNLVLRNQYVEEQVSQRPLPNSVIHVPFIIISSSKKTVINCSISDDKSEYLFKFNSSFEIHDDTEVLMWMGM.... The miRNA is mmu-miR-466m-3p with sequence UACAUACACACAUACACACGCA. Result: 0 (no interaction). (3) The miRNA is mmu-miR-466k with sequence UGUGUGUGUACAUGUACAUGUGA. The protein sequence of the target gene is MEARDKQVLRSLRLELGAEVLVEGLVLQYLYQEGILTENHIQEIKAQTTGLRKTMLLLDILPSRGPKAFDTFLDSLQEFPWVREKLEKAREEVTAELPTGDWMAGIPSHILSSSPSDQQINQLAQRLGPEWEPVVLSLGLSQTDIYRCKANHPHNVHSQVVEAFVRWRQRFGKQATFLSLHKGLQAVEADPSLLQHMLE. Result: 1 (interaction). (4) The miRNA is mmu-miR-467f with sequence AUAUACACACACACACCUACA. The protein sequence of the target gene is MGNQMSVPLRPGDQEHDPGADTCKVTSDNECVQNGNPVVLSTRVIQHYEEVDLGISSSKDNVATSSPKTMEAQAVGDASGKNLGKEAKTKAPAARSHFFLTLSRPVPGRPGDQGTDSSAASGRFDVSPSAAPENKDPSEHGALPVAAAPGQAPDKTPGCPEAKQQTLPATGPLAPSPPESQAEAPAQDKDFGFLNRFFKLDKGRESAPVNSQPKEAKGSEDPEQATEAPAVPGNPHGVSAGEDIVDSEQRGQDVDTLSYSVPGDPEVPGTTKEDPQVVDTTENSSSIMSFFKTLVSPNKT.... Result: 1 (interaction). (5) The miRNA is hsa-miR-25-5p with sequence AGGCGGAGACUUGGGCAAUUG. The protein sequence of the target gene is MALFAVFQTTFFLTLLSLRTYQSEVLAERLPLTPVSLKVSTNSTRQSLHLQWTVHNLPYHQELKMVFQIQISRIETSNVIWVGNYSTTVKWNQVLHWSWESELPLECATHFVRIKSLVDDAKFPEPNFWSNWSSWEEVSVQDSTGQDILFVFPKDKLVEEGTNVTICYVSRNIQNNVSCYLEGKQIHGEQLDPHVTAFNLNSVPFIRNKGTNIYCEASQGNVSEGMKGIVLFVSKVLEEPKDFSCETEDFKTLHCTWDPGTDTALGWSKQPSQSYTLFESFSGEKKLCTHKNWCNWQITQ.... Result: 1 (interaction). (6) The miRNA is hsa-miR-6888-5p with sequence AAGGAGAUGCUCAGGCAGAU. The protein sequence of the target gene is MASGPGSQEREGLLIVKLEEDCAWSQELPPPDPGPSPEASHLRFRRFRFQEAAGPREALSRLQELCHGWLRPEMRTKEQILELLVLEQFLTILPQEIQSRVQELHPESGEEAVTLVEDMQRELGRLRQQVTNHGRGTEVLLEEPLPLETARESPSFKLEPMETERSPGPRLQELLGPSPQRDPQAVKERALSAPWLSLFPPEGNMEDKEMTGPQLPESLEDVAMYISQEEWGHQDPSKRALSRDTVQESYENVDSLESHIPSQEVPGTQVGQGGKLWDPSVQSCKEGLSPRGPAPGEEKF.... Result: 0 (no interaction).